Task: Predict the reactants needed to synthesize the given product.. Dataset: Full USPTO retrosynthesis dataset with 1.9M reactions from patents (1976-2016) (1) Given the product [NH2:7][CH:8]1[CH2:13][CH2:12][N:11]([CH2:14][CH2:15][N:16]2[C:21]3[CH:22]=[C:23]([Cl:26])[CH:24]=[CH:25][C:20]=3[N:19]=[N:18][C:17]2=[O:27])[CH2:10][CH2:9]1, predict the reactants needed to synthesize it. The reactants are: C(OC(=O)[NH:7][CH:8]1[CH2:13][CH2:12][N:11]([CH2:14][CH2:15][N:16]2[C:21]3[CH:22]=[C:23]([Cl:26])[CH:24]=[CH:25][C:20]=3[N:19]=[N:18][C:17]2=[O:27])[CH2:10][CH2:9]1)(C)(C)C.C(O)(C(F)(F)F)=O.NC1CCN(CCN2C3C(=CC(C#N)=CC=3)N=CC2=O)CC1. (2) Given the product [C:1]([O:5][C:6](=[O:38])[NH:7][C:8]1([C:12]2[CH:13]=[CH:14][C:15]([C:18]3[C:27](=[O:28])[C:26]4[CH:25]=[CH:24][C:23]5[N:29]=[CH:31][N:30]([CH3:39])[C:22]=5[C:21]=4[O:20][C:19]=3[C:32]3[CH:37]=[CH:36][CH:35]=[CH:34][CH:33]=3)=[CH:16][CH:17]=2)[CH2:9][CH2:10][CH2:11]1)([CH3:4])([CH3:2])[CH3:3], predict the reactants needed to synthesize it. The reactants are: [C:1]([O:5][C:6](=[O:38])[NH:7][C:8]1([C:12]2[CH:17]=[CH:16][C:15]([C:18]3[C:27](=[O:28])[C:26]4[C:21](=[C:22]([NH:30][CH3:31])[C:23]([NH2:29])=[CH:24][CH:25]=4)[O:20][C:19]=3[C:32]3[CH:37]=[CH:36][CH:35]=[CH:34][CH:33]=3)=[CH:14][CH:13]=2)[CH2:11][CH2:10][CH2:9]1)([CH3:4])([CH3:3])[CH3:2].[CH3:39]OC(OC)OC.II. (3) Given the product [CH3:1][O:2][C:3](=[O:26])[CH:4]([O:23][CH2:24][CH3:25])[CH2:5][C:6]1[CH:11]=[CH:10][C:9]([OH:12])=[CH:8][C:7]=1[N+:20]([O-:22])=[O:21], predict the reactants needed to synthesize it. The reactants are: [CH3:1][O:2][C:3](=[O:26])[CH:4]([O:23][CH2:24][CH3:25])[CH2:5][C:6]1[CH:11]=[CH:10][C:9]([O:12]CC2C=CC=CC=2)=[CH:8][C:7]=1[N+:20]([O-:22])=[O:21].CSC.B(F)(F)F.CCOCC.O. (4) Given the product [CH2:40]([O:39][C:37]([O:12][CH2:11][C@H:9]1[O:10][C@@H:2]([O:1][C:13]2[CH:18]=[CH:17][CH:16]=[CH:15][C:14]=2[CH2:19][C:20]2[CH:21]=[CH:22][C:23]([O:26][CH3:27])=[CH:24][CH:25]=2)[C@H:3]([OH:4])[C@@H:5]([OH:6])[C@@H:7]1[OH:8])=[O:38])[CH3:41], predict the reactants needed to synthesize it. The reactants are: [O:1]([C:13]1[CH:18]=[CH:17][CH:16]=[CH:15][C:14]=1[CH2:19][C:20]1[CH:25]=[CH:24][C:23]([O:26][CH3:27])=[CH:22][CH:21]=1)[C@@H:2]1[O:10][C@H:9]([CH2:11][OH:12])[C@@H:7]([OH:8])[C@H:5]([OH:6])[C@H:3]1[OH:4].N1C(C)=CC=CC=1C.Cl[C:37]([O:39][CH2:40][CH3:41])=[O:38].O. (5) Given the product [NH2:24][CH2:25][CH2:26][CH2:27][NH:28][C:2]1[N:11]=[C:10]([C:12]2[CH:17]=[CH:16][C:15]([O:18][CH3:19])=[CH:14][CH:13]=2)[CH:9]=[C:8]2[C:3]=1[CH:4]=[CH:5][C:6]([C:20]([F:23])([F:22])[F:21])=[N:7]2, predict the reactants needed to synthesize it. The reactants are: Cl[C:2]1[N:11]=[C:10]([C:12]2[CH:17]=[CH:16][C:15]([O:18][CH3:19])=[CH:14][CH:13]=2)[CH:9]=[C:8]2[C:3]=1[CH:4]=[CH:5][C:6]([C:20]([F:23])([F:22])[F:21])=[N:7]2.[NH2:24][CH2:25][CH2:26][CH2:27][NH2:28]. (6) Given the product [Cl:52][C:47]1[CH:46]=[C:45]([CH:50]=[CH:49][C:48]=1[Cl:51])[CH2:44][O:43][C:40]1[CH:41]=[CH:42][C:37]([C@H:35]2[CH2:34][O:33][C:29]3=[CH:30][C:31]4[CH2:32][C@@H:23]([C:21]([NH:20][C@@H:4]([CH2:5][C:6]5[CH:11]=[CH:10][C:9]([C:12]6[CH:17]=[CH:16][N:15]=[C:14]([CH3:18])[C:13]=6[CH3:19])=[CH:8][CH:7]=5)[C:3]([OH:2])=[O:53])=[O:22])[N:24]([C:62]([C:60]5[N:61]=[C:57]([CH:54]([CH3:56])[CH3:55])[O:58][C:59]=5[CH3:65])=[O:63])[CH2:25][C:26]=4[CH:27]=[C:28]3[O:36]2)=[CH:38][CH:39]=1, predict the reactants needed to synthesize it. The reactants are: C[O:2][C:3](=[O:53])[C@@H:4]([NH:20][C:21]([C@@H:23]1[CH2:32][C:31]2[CH:30]=[C:29]3[O:33][CH2:34][C@H:35]([C:37]4[CH:42]=[CH:41][C:40]([O:43][CH2:44][C:45]5[CH:50]=[CH:49][C:48]([Cl:51])=[C:47]([Cl:52])[CH:46]=5)=[CH:39][CH:38]=4)[O:36][C:28]3=[CH:27][C:26]=2[CH2:25][NH:24]1)=[O:22])[CH2:5][C:6]1[CH:11]=[CH:10][C:9]([C:12]2[CH:17]=[CH:16][N:15]=[C:14]([CH3:18])[C:13]=2[CH3:19])=[CH:8][CH:7]=1.[CH:54]([C:57]1[O:58][C:59]([CH3:65])=[C:60]([C:62](O)=[O:63])[N:61]=1)([CH3:56])[CH3:55]. (7) Given the product [Cl:1][C:2]1[CH:22]=[C:21]([S:23]([CH3:26])(=[O:24])=[O:25])[CH:20]=[CH:19][C:3]=1[O:4][C:5]1[CH:6]=[C:7]([CH2:15][C:16]([NH:32][S:29]([CH2:27][CH3:28])(=[O:31])=[O:30])=[O:18])[CH:8]=[C:9]([C:11]([F:13])([F:14])[F:12])[CH:10]=1, predict the reactants needed to synthesize it. The reactants are: [Cl:1][C:2]1[CH:22]=[C:21]([S:23]([CH3:26])(=[O:25])=[O:24])[CH:20]=[CH:19][C:3]=1[O:4][C:5]1[CH:6]=[C:7]([CH2:15][C:16]([OH:18])=O)[CH:8]=[C:9]([C:11]([F:14])([F:13])[F:12])[CH:10]=1.[CH2:27]([S:29]([NH2:32])(=[O:31])=[O:30])[CH3:28]. (8) The reactants are: [O:1]1[C:5]2([CH2:10][CH2:9][CH:8]([CH:11]([OH:14])[CH:12]=[CH2:13])[CH2:7][CH2:6]2)[O:4][CH2:3][CH2:2]1.[H-].[Na+].[CH2:17](Br)[CH:18]=[CH2:19]. Given the product [CH2:19]([O:14][CH:11]([CH:8]1[CH2:9][CH2:10][C:5]2([O:4][CH2:3][CH2:2][O:1]2)[CH2:6][CH2:7]1)[CH:12]=[CH2:13])[CH:18]=[CH2:17], predict the reactants needed to synthesize it.